The task is: Predict the product of the given reaction.. This data is from Forward reaction prediction with 1.9M reactions from USPTO patents (1976-2016). (1) Given the reactants [O:1]1[C:5]([C:6]([CH:8]2[C:14]3[CH:15]=[CH:16][C:17]([N:19]4[CH2:23][C@H:22]([CH2:24][NH:25][C:26](=[O:28])[CH3:27])[O:21][C:20]4=[O:29])=[CH:18][C:13]=3[CH2:12][CH2:11][CH2:10][C:9]2=O)=O)=[CH:4][CH:3]=[N:2]1.O.[NH2:32][NH2:33], predict the reaction product. The product is: [O:1]1[C:5]([C:6]2[C:8]3[C:14]4[CH:15]=[CH:16][C:17]([N:19]5[CH2:23][C@H:22]([CH2:24][NH:25][C:26](=[O:28])[CH3:27])[O:21][C:20]5=[O:29])=[CH:18][C:13]=4[CH2:12][CH2:11][CH2:10][C:9]=3[NH:33][N:32]=2)=[CH:4][CH:3]=[N:2]1. (2) The product is: [N:18]([CH2:21][CH2:22][O:23][CH2:24][CH2:25][O:26][CH2:27][CH2:28][O:29][CH2:30][CH2:31][NH:32][S:14]([C:11]1[CH:10]=[CH:9][C:8]([O:1][CH2:2][C:7]2[CH:6]=[CH:5][CH:4]=[CH:3][CH:33]=2)=[CH:13][CH:12]=1)(=[O:15])=[O:16])=[N+:19]=[N-:20]. Given the reactants [O:1]([C:8]1[CH:13]=[CH:12][C:11]([S:14](Cl)(=[O:16])=[O:15])=[CH:10][CH:9]=1)[C:2]1[CH:7]=[CH:6][CH:5]=[CH:4][CH:3]=1.[N:18]([CH2:21][CH2:22][O:23][CH2:24][CH2:25][O:26][CH2:27][CH2:28][O:29][CH2:30][CH2:31][NH2:32])=[N+:19]=[N-:20].[CH2:33](N(CC)CC)C, predict the reaction product. (3) Given the reactants [CH3:1][N:2]([CH3:14])[C:3](=[O:13])[CH2:4][N:5]1[CH:9]=[C:8]([N+:10]([O-])=O)[CH:7]=[N:6]1, predict the reaction product. The product is: [NH2:10][C:8]1[CH:7]=[N:6][N:5]([CH2:4][C:3]([N:2]([CH3:14])[CH3:1])=[O:13])[CH:9]=1.